Dataset: Forward reaction prediction with 1.9M reactions from USPTO patents (1976-2016). Task: Predict the product of the given reaction. Given the reactants [Si:1]([O:8][CH2:9][CH:10](O)[CH2:11][C:12]1[CH:20]=[CH:19][C:18]2[CH2:17][CH2:16][CH2:15][C:14]=2[C:13]=1[OH:21])([C:4]([CH3:7])([CH3:6])[CH3:5])([CH3:3])[CH3:2].C1(P(C2C=CC=CC=2)C2C=CC=CC=2)C=CC=CC=1.CCOC(/N=N/C(OCC)=O)=O, predict the reaction product. The product is: [C:4]([Si:1]([CH3:2])([CH3:3])[O:8][CH2:9][CH:10]1[O:21][C:13]2[C:14]3[CH2:15][CH2:16][CH2:17][C:18]=3[CH:19]=[CH:20][C:12]=2[CH2:11]1)([CH3:5])([CH3:7])[CH3:6].